Dataset: Reaction yield outcomes from USPTO patents with 853,638 reactions. Task: Predict the reaction yield, written as a fraction of the theoretical maximum amount of product (1.0 means a 100% yield; for example, 0.34 means a 34% yield). (1) The reactants are [CH3:1][C:2]([C:4]1[CH:9]=[C:8]([C:10]([F:13])([F:12])[F:11])[CH:7]=[C:6]([C:14]([F:17])([F:16])[F:15])[CH:5]=1)=[O:3].[BH4-].[Na+].Cl. The catalyst is CO. The product is [F:11][C:10]([F:12])([F:13])[C:8]1[CH:9]=[C:4]([CH:2]([OH:3])[CH3:1])[CH:5]=[C:6]([C:14]([F:15])([F:16])[F:17])[CH:7]=1. The yield is 0.990. (2) The reactants are [CH3:1][C:2]([CH:4]1[CH2:9][CH2:8][CH2:7][CH2:6][CH2:5]1)=O.C([O:14][CH:15](N(C)C)[N:16]([CH3:18])[CH3:17])(C)(C)C. No catalyst specified. The product is [CH3:17][N:16]([C:15](/[CH:1]=[CH:2]/[CH:4]1[CH2:9][CH2:8][CH2:7][CH2:6][CH2:5]1)=[O:14])[CH3:18]. The yield is 0.930. (3) The reactants are COC1C=CC(C[N:8]2[C:17]3[C:12](=[N:13][CH:14]=[C:15]([N:18]4[CH2:21][CH:20]([N:22]5[CH2:27][CH2:26][N:25]([CH:28]([CH3:30])[CH3:29])[CH2:24][CH2:23]5)[CH2:19]4)[CH:16]=3)[CH:11]=[CH:10][C:9]2=[O:31])=CC=1. The catalyst is C(O)(C(F)(F)F)=O. The product is [CH:28]([N:25]1[CH2:26][CH2:27][N:22]([CH:20]2[CH2:19][N:18]([C:15]3[CH:16]=[C:17]4[C:12]([CH:11]=[CH:10][C:9](=[O:31])[NH:8]4)=[N:13][CH:14]=3)[CH2:21]2)[CH2:23][CH2:24]1)([CH3:30])[CH3:29]. The yield is 0.957. (4) The reactants are C[O:2][CH:3]1[O:15][C@H](C)[C@@H](OC(=O)C)[C@H:4]1OC(=O)C.[CH2:17]([O:21][CH2:22][CH2:23]CC)[CH2:18][CH2:19][CH3:20].[C:26]([O:29][C:30](=[O:32])[CH3:31])(=[O:28])C.S(=O)(=O)(O)[OH:34].C(=O)(O)[O-].[Na+]. The catalyst is CCCCCCC. The product is [C:30]([O:29][CH:26]1[O:28][C@H:19]([CH3:20])[C@@H:18]([O:15][C:3](=[O:2])[CH3:4])[C@H:17]1[O:21][C:22](=[O:34])[CH3:23])(=[O:32])[CH3:31]. The yield is 0.520. (5) The reactants are Cl[C:2]1[N:6]([CH3:7])[C:5]2[C:8]([C:13](=[O:16])[CH2:14][CH3:15])=[CH:9][CH:10]=[C:11]([Cl:12])[C:4]=2[N:3]=1.[Cl:17][C:18]1[CH:23]=[C:22]([Cl:24])[CH:21]=[C:20]([CH3:25])[C:19]=1[OH:26].C(=O)([O-])[O-].[K+].[K+].CN(C)C=O. The catalyst is O. The product is [Cl:12][C:11]1[C:4]2[N:3]=[C:2]([O:26][C:19]3[C:20]([CH3:25])=[CH:21][C:22]([Cl:24])=[CH:23][C:18]=3[Cl:17])[N:6]([CH3:7])[C:5]=2[C:8]([C:13](=[O:16])[CH2:14][CH3:15])=[CH:9][CH:10]=1. The yield is 0.570.